The task is: Predict the product of the given reaction.. This data is from Forward reaction prediction with 1.9M reactions from USPTO patents (1976-2016). (1) Given the reactants [CH3:1][O:2][C:3]1[CH:20]=[CH:19][C:6]([O:7][C:8]2[CH:13]=[CH:12][C:11]([C:14](=O)[CH2:15][CH:16]=O)=[CH:10][CH:9]=2)=[CH:5][CH:4]=1.O.[NH2:22][NH2:23].C(O)(=O)C, predict the reaction product. The product is: [CH3:1][O:2][C:3]1[CH:20]=[CH:19][C:6]([O:7][C:8]2[CH:13]=[CH:12][C:11]([C:14]3[CH:15]=[CH:16][NH:23][N:22]=3)=[CH:10][CH:9]=2)=[CH:5][CH:4]=1. (2) The product is: [Cl:1][C:2]1[CH:7]=[CH:6][C:5]([C:8]([C:11]2[N:15]([C:16]3[CH:21]=[CH:20][C:19]([F:22])=[CH:18][CH:17]=3)[C:14]([S:23][CH2:24][C:25]3[C:26]([F:36])=[CH:27][C:28]([S:32]([NH:35][C:40](=[O:41])[O:42][CH2:43][CH3:44])(=[O:34])=[O:33])=[CH:29][C:30]=3[F:31])=[N:13][CH:12]=2)([CH3:10])[CH3:9])=[CH:4][C:3]=1[O:37][CH3:38]. Given the reactants [Cl:1][C:2]1[CH:7]=[CH:6][C:5]([C:8]([C:11]2[N:15]([C:16]3[CH:21]=[CH:20][C:19]([F:22])=[CH:18][CH:17]=3)[C:14]([S:23][CH2:24][C:25]3[C:30]([F:31])=[CH:29][C:28]([S:32]([NH2:35])(=[O:34])=[O:33])=[CH:27][C:26]=3[F:36])=[N:13][CH:12]=2)([CH3:10])[CH3:9])=[CH:4][C:3]=1[O:37][CH3:38].Cl[C:40]([O:42][CH2:43][CH3:44])=[O:41].CCN(CC)CC, predict the reaction product. (3) Given the reactants [O-:1][S:2]([C:5]([F:8])([F:7])[F:6])(=[O:4])=[O:3].[Cl:9][C:10]1[CH:11]=[C:12]2[C:17](=[CH:18][CH:19]=1)[N+:16]([CH3:20])=[C:15]([CH3:21])[CH:14]=[CH:13]2.[CH3:22][C:23]1[N:24]([C:31]2[CH:36]=[CH:35][CH:34]=[CH:33][CH:32]=2)[C:25]([CH3:30])=[CH:26][C:27]=1[CH:28]=O, predict the reaction product. The product is: [O-:4][S:2]([C:5]([F:8])([F:7])[F:6])(=[O:3])=[O:1].[Cl:9][C:10]1[CH:11]=[C:12]2[C:17](=[CH:18][CH:19]=1)[N+:16]([CH3:20])=[C:15](/[CH:21]=[CH:28]/[C:27]1[CH:26]=[C:25]([CH3:30])[N:24]([C:31]3[CH:36]=[CH:35][CH:34]=[CH:33][CH:32]=3)[C:23]=1[CH3:22])[CH:14]=[CH:13]2. (4) Given the reactants [O:1]1[CH2:5][CH2:4][O:3][CH:2]1[C:6]1[CH:13]=[CH:12][C:9]([CH:10]=O)=[CH:8][CH:7]=1.[NH2:14][C:15]1[CH:20]=[CH:19][CH:18]=[CH:17][CH:16]=1.C(O)(=O)C.C(O[BH-](OC(=O)C)OC(=O)C)(=O)C.[Na+], predict the reaction product. The product is: [O:1]1[CH2:5][CH2:4][O:3][CH:2]1[C:6]1[CH:13]=[CH:12][C:9]([CH2:10][NH:14][C:15]2[CH:20]=[CH:19][CH:18]=[CH:17][CH:16]=2)=[CH:8][CH:7]=1. (5) Given the reactants [F:1][C:2]1[CH:7]=[CH:6][CH:5]=[C:4](F)[C:3]=1[N+:9]([O-:11])=[O:10].[NH3:12], predict the reaction product. The product is: [F:1][C:2]1[C:3]([N+:9]([O-:11])=[O:10])=[C:4]([NH2:12])[CH:5]=[CH:6][CH:7]=1.